Dataset: Peptide-MHC class I binding affinity with 185,985 pairs from IEDB/IMGT. Task: Regression. Given a peptide amino acid sequence and an MHC pseudo amino acid sequence, predict their binding affinity value. This is MHC class I binding data. (1) The MHC is H-2-Db with pseudo-sequence H-2-Db. The binding affinity (normalized) is 0. The peptide sequence is AFFAFRYV. (2) The peptide sequence is EVCQATSQY. The MHC is HLA-B27:05 with pseudo-sequence HLA-B27:05. The binding affinity (normalized) is 0.213. (3) The peptide sequence is SLYSILSPFL. The MHC is HLA-A02:01 with pseudo-sequence HLA-A02:01. The binding affinity (normalized) is 0.805. (4) The peptide sequence is TPGPGTRYPL. The MHC is HLA-A03:01 with pseudo-sequence HLA-A03:01. The binding affinity (normalized) is 0. (5) The peptide sequence is SDYDYYRYNL. The MHC is HLA-B40:01 with pseudo-sequence HLA-B40:01. The binding affinity (normalized) is 0. (6) The peptide sequence is IHLDKGGQF. The MHC is HLA-A02:06 with pseudo-sequence HLA-A02:06. The binding affinity (normalized) is 0.0847.